Dataset: Full USPTO retrosynthesis dataset with 1.9M reactions from patents (1976-2016). Task: Predict the reactants needed to synthesize the given product. Given the product [CH3:26][C:24]1[N:1]=[C:2]2[S:6][C:5]3[CH:7]=[CH:8][CH:9]=[CH:10][CH2:11][C:4]=3[C:3]2=[C:12]([C:14]2[CH:19]=[CH:18][C:17]([CH3:20])=[CH:16][CH:15]=2)[C:23]=1[CH2:22][C:21]([O:28][CH3:29])=[O:27], predict the reactants needed to synthesize it. The reactants are: [NH2:1][C:2]1[S:6][C:5]2[CH2:7][CH2:8][CH2:9][CH2:10][CH2:11][C:4]=2[C:3]=1[C:12]([C:14]1[CH:19]=[CH:18][C:17]([CH3:20])=[CH:16][CH:15]=1)=O.[C:21]([O:28][CH3:29])(=[O:27])[CH2:22][CH2:23][C:24]([CH3:26])=O.Cl[Si](C)(C)C.